This data is from Reaction yield outcomes from USPTO patents with 853,638 reactions. The task is: Predict the reaction yield, written as a fraction of the theoretical maximum amount of product (1.0 means a 100% yield; for example, 0.34 means a 34% yield). (1) The reactants are [CH3:1][N:2]1[C:6]([C:7]2[CH:8]=[C:9]([C:15]([O:17]C)=[O:16])[S:10][C:11]=2[CH2:12][CH2:13][CH3:14])=[C:5]([CH3:19])[CH:4]=[N:3]1.[OH-].[Na+]. The catalyst is O1CCCC1. The product is [CH3:1][N:2]1[C:6]([C:7]2[CH:8]=[C:9]([C:15]([OH:17])=[O:16])[S:10][C:11]=2[CH2:12][CH2:13][CH3:14])=[C:5]([CH3:19])[CH:4]=[N:3]1. The yield is 1.00. (2) The reactants are [N:1]1([C:7]2[C:8]3[N:16]=[C:15]([C:17]4[CH:22]=[CH:21][C:20]([CH3:23])=[CH:19][CH:18]=4)[S:14][C:9]=3[N:10]=[C:11]([NH2:13])[N:12]=2)[CH2:6][CH2:5][NH:4][CH2:3][CH2:2]1.[Cl:24][C:25]1[CH:35]=[CH:34][C:28]([O:29][CH2:30][C:31](O)=[O:32])=[CH:27][CH:26]=1. The yield is 0.320. No catalyst specified. The product is [NH2:13][C:11]1[N:12]=[C:7]([N:1]2[CH2:2][CH2:3][N:4]([C:31](=[O:32])[CH2:30][O:29][C:28]3[CH:34]=[CH:35][C:25]([Cl:24])=[CH:26][CH:27]=3)[CH2:5][CH2:6]2)[C:8]2[N:16]=[C:15]([C:17]3[CH:22]=[CH:21][C:20]([CH3:23])=[CH:19][CH:18]=3)[S:14][C:9]=2[N:10]=1. (3) The reactants are [S:1]1[CH:5]=[CH:4][N:3]=[C:2]1[NH:6][CH:7]1[CH2:11][CH2:10][N:9]([C:12]([O:14][C:15]([CH3:18])([CH3:17])[CH3:16])=[O:13])[CH2:8]1.[H-].[Na+].I[CH3:22].[NH4+].[OH-]. The catalyst is CC#N.C(Cl)(Cl)Cl.CC(=O)OCC. The product is [CH3:22][N:6]([C:2]1[S:1][CH:5]=[CH:4][N:3]=1)[CH:7]1[CH2:11][CH2:10][N:9]([C:12]([O:14][C:15]([CH3:18])([CH3:17])[CH3:16])=[O:13])[CH2:8]1. The yield is 0.340.